From a dataset of Forward reaction prediction with 1.9M reactions from USPTO patents (1976-2016). Predict the product of the given reaction. (1) Given the reactants [N+:1]([C:4]1[CH:9]=[CH:8][C:7]([OH:10])=[CH:6][CH:5]=1)([O-:3])=[O:2].[F:11][C:12]1[CH:19]=[C:18]([F:20])[CH:17]=[CH:16][C:13]=1[CH2:14]Br, predict the reaction product. The product is: [F:11][C:12]1[CH:19]=[C:18]([F:20])[CH:17]=[CH:16][C:13]=1[CH2:14][O:10][C:7]1[CH:8]=[CH:9][C:4]([N+:1]([O-:3])=[O:2])=[CH:5][CH:6]=1. (2) Given the reactants [CH2:1]1[C:5]2([CH2:10][CH2:9][NH:8][CH2:7][CH2:6]2)[CH2:4][CH2:3][N:2]1[C:11]1[CH:18]=[CH:17][C:14]([C:15]#[N:16])=[CH:13][N:12]=1.[CH3:19][C@@H:20]1[CH2:29][C:28]2[C:23](=[CH:24][CH:25]=[C:26]([CH:30]3[CH2:32][O:31]3)[CH:27]=2)[C:22](=[O:33])[O:21]1, predict the reaction product. The product is: [OH:31][CH:30]([C:26]1[CH:27]=[C:28]2[C:23](=[CH:24][CH:25]=1)[C:22](=[O:33])[O:21][C@H:20]([CH3:19])[CH2:29]2)[CH2:32][N:8]1[CH2:7][CH2:6][C:5]2([CH2:1][N:2]([C:11]3[CH:18]=[CH:17][C:14]([C:15]#[N:16])=[CH:13][N:12]=3)[CH2:3][CH2:4]2)[CH2:10][CH2:9]1. (3) Given the reactants [Br:1][C:2]1[C:10]([N+:11]([O-])=O)=[C:9]2[C:5]([C:6]([NH:14][C:15](=[O:19])[CH2:16][CH2:17][CH3:18])=[N:7][NH:8]2)=[CH:4][CH:3]=1.N, predict the reaction product. The product is: [Br:1][C:2]1[C:10]([NH2:11])=[C:9]2[C:5]([C:6]([NH:14][C:15](=[O:19])[CH2:16][CH2:17][CH3:18])=[N:7][NH:8]2)=[CH:4][CH:3]=1. (4) Given the reactants [CH2:1]([C:8]1[CH:9]=[N:10][C:11]2[C:16]([C:17]=1[C:18]1[CH:19]=[C:20]([NH2:24])[CH:21]=[CH:22][CH:23]=1)=[CH:15][CH:14]=[CH:13][C:12]=2[C:25]([F:28])([F:27])[F:26])[C:2]1[CH:7]=[CH:6][CH:5]=[CH:4][CH:3]=1.[F:29][CH:30]([F:40])[O:31][C:32]1[CH:39]=[CH:38][CH:37]=[CH:36][C:33]=1[CH:34]=O, predict the reaction product. The product is: [CH2:1]([C:8]1[CH:9]=[N:10][C:11]2[C:16]([C:17]=1[C:18]1[CH:19]=[C:20]([NH:24][CH2:34][C:33]3[CH:36]=[CH:37][CH:38]=[CH:39][C:32]=3[O:31][CH:30]([F:29])[F:40])[CH:21]=[CH:22][CH:23]=1)=[CH:15][CH:14]=[CH:13][C:12]=2[C:25]([F:28])([F:26])[F:27])[C:2]1[CH:3]=[CH:4][CH:5]=[CH:6][CH:7]=1. (5) Given the reactants [CH3:1][N:2]1[CH2:7][CH2:6][N:5]([C:8]2[CH:13]=[CH:12][C:11]([C:14]3[CH:23]=[C:22]4[C:17]([CH:18]=[CH:19][CH:20]=[N:21]4)=[C:16]([N:24]4[CH2:27][CH:26]([NH2:28])[CH2:25]4)[N:15]=3)=[CH:10][CH:9]=2)[CH2:4][CH2:3]1.C(N(C(C)C)CC)(C)C.[CH2:38]([N:40]=[C:41]=[O:42])[CH3:39], predict the reaction product. The product is: [CH2:38]([NH:40][C:41]([NH:28][CH:26]1[CH2:27][N:24]([C:16]2[N:15]=[C:14]([C:11]3[CH:10]=[CH:9][C:8]([N:5]4[CH2:6][CH2:7][N:2]([CH3:1])[CH2:3][CH2:4]4)=[CH:13][CH:12]=3)[CH:23]=[C:22]3[C:17]=2[CH:18]=[CH:19][CH:20]=[N:21]3)[CH2:25]1)=[O:42])[CH3:39]. (6) Given the reactants [C:1]1([CH2:7][CH2:8][NH2:9])[CH:6]=[CH:5][CH:4]=[CH:3][CH:2]=1.C([O-])([O-])=O.[K+].[K+].Br[CH2:17][CH2:18][CH:19]=[CH2:20], predict the reaction product. The product is: [CH2:20]([NH:9][CH2:8][CH2:7][C:1]1[CH:6]=[CH:5][CH:4]=[CH:3][CH:2]=1)[CH2:19][CH:18]=[CH2:17].